This data is from hERG Central: cardiac toxicity at 1µM, 10µM, and general inhibition. The task is: Predict hERG channel inhibition at various concentrations. (1) The drug is Cc1ccccc1C(OCC(O)CN1CCCCC1CCO)c1ccccc1. Results: hERG_inhib (hERG inhibition (general)): blocker. (2) The molecule is CC(C)CCN1CCN(Cc2ccc(C(F)(F)F)cc2)CC1CCO. Results: hERG_inhib (hERG inhibition (general)): blocker. (3) The compound is CC(C)CN(CC(C)C)CC(O)COc1ccc([N+](=O)[O-])cc1.Cl. Results: hERG_inhib (hERG inhibition (general)): blocker.